Dataset: Catalyst prediction with 721,799 reactions and 888 catalyst types from USPTO. Task: Predict which catalyst facilitates the given reaction. (1) Reactant: [H-].[H-].[H-].[H-].[Li+].[Al+3].[O:7]1[C:11]2([CH2:16][CH2:15][C:14]([C:22](OCC)=[O:23])([C:17](OCC)=[O:18])[CH2:13][CH2:12]2)[O:10][CH2:9][CH2:8]1. Product: [OH:23][CH2:22][C:14]1([CH2:17][OH:18])[CH2:15][CH2:16][C:11]2([O:7][CH2:8][CH2:9][O:10]2)[CH2:12][CH2:13]1. The catalyst class is: 7. (2) Reactant: [C:1]([C:4]1[C:5]([F:23])=[C:6]([NH:11][S:12]([C:15]2[CH:20]=[C:19]([F:21])[CH:18]=[CH:17][C:16]=2[F:22])(=[O:14])=[O:13])[CH:7]=[CH:8][C:9]=1[F:10])(=[O:3])[CH3:2].CCN(C(C)C)C(C)C.[CH3:33][O:34][CH2:35][CH2:36][O:37][CH2:38]Cl. Product: [C:1]([C:4]1[C:5]([F:23])=[C:6]([N:11]([CH2:33][O:34][CH2:35][CH2:36][O:37][CH3:38])[S:12]([C:15]2[CH:20]=[C:19]([F:21])[CH:18]=[CH:17][C:16]=2[F:22])(=[O:14])=[O:13])[CH:7]=[CH:8][C:9]=1[F:10])(=[O:3])[CH3:2]. The catalyst class is: 2. (3) Reactant: C(OC([N:8]1[CH2:11][CH:10]([C:12]2[CH:34]=[CH:33][C:15]3[C:16]4[N:17]=[C:18]([C:24]5[N:25]([CH:30]([CH3:32])[CH3:31])[N:26]=[C:27]([CH3:29])[N:28]=5)[S:19][C:20]=4[CH2:21][CH2:22][O:23][C:14]=3[CH:13]=2)[CH2:9]1)=O)(C)(C)C.FC(F)(F)C(O)=O.O.C(OCC)(=O)C. Product: [NH:8]1[CH2:11][CH:10]([C:12]2[CH:34]=[CH:33][C:15]3[C:16]4[N:17]=[C:18]([C:24]5[N:25]([CH:30]([CH3:32])[CH3:31])[N:26]=[C:27]([CH3:29])[N:28]=5)[S:19][C:20]=4[CH2:21][CH2:22][O:23][C:14]=3[CH:13]=2)[CH2:9]1. The catalyst class is: 2.